This data is from Forward reaction prediction with 1.9M reactions from USPTO patents (1976-2016). The task is: Predict the product of the given reaction. (1) The product is: [S:1]([OH:5])([OH:4])(=[O:3])=[O:2].[CH:19]1([N:7]([CH:27]([CH3:29])[CH3:26])[OH:6])[CH2:24][CH2:23][CH2:22][CH2:21][CH2:20]1.[CH:19]1([N:7]([CH:27]([CH3:29])[CH3:26])[OH:6])[CH2:24][CH2:23][CH2:22][CH2:21][CH2:20]1.[OH-:13].[Na+:18]. Given the reactants [S:1]([O-:5])([O-:4])(=[O:3])=[O:2].[OH:6][NH3+:7].O[NH3+].NO.S(=O)(=O)(O)[OH:13].[OH-].[Na+:18].[C:19]1(=O)[CH2:24][CH2:23][CH2:22][CH2:21][CH2:20]1.[CH3:26][C:27]([CH3:29])=O, predict the reaction product. (2) The product is: [CH:41]1([NH:47][CH2:12][C@@H:13]2[CH2:17][CH2:16][CH2:15][N:14]2[S:18]([C:21]2[CH:29]=[CH:28][C:27]3[N:26]4[CH2:30][C:31]([CH3:34])([CH3:35])[CH2:32][N:33]=[C:25]4[C:24](=[O:40])[C:23]=3[CH:22]=2)(=[O:19])=[O:20])[CH2:46][CH2:45][CH2:44][CH2:43][CH2:42]1. Given the reactants CC1C=CC(S(O[CH2:12][C@@H:13]2[CH2:17][CH2:16][CH2:15][N:14]2[S:18]([C:21]2[CH:29]=[CH:28][C:27]3[N:26]4[CH2:30][C:31]([CH3:35])([CH3:34])[CH2:32][N:33]=[C:25]4[C:24]4([O:40]CCCO4)[C:23]=3[CH:22]=2)(=[O:20])=[O:19])(=O)=O)=CC=1.[CH:41]1([NH2:47])[CH2:46][CH2:45][CH2:44][CH2:43][CH2:42]1, predict the reaction product.